Dataset: Catalyst prediction with 721,799 reactions and 888 catalyst types from USPTO. Task: Predict which catalyst facilitates the given reaction. (1) Reactant: [C:1]([CH2:3][CH2:4][C:5]1[N:6]=[CH:7][C:8]([NH:11]C(=O)OC(C)(C)C)=[N:9][CH:10]=1)#[N:2].C(O)(C(F)(F)F)=O. Product: [NH2:11][C:8]1[N:9]=[CH:10][C:5]([CH2:4][CH2:3][C:1]#[N:2])=[N:6][CH:7]=1. The catalyst class is: 2. (2) Reactant: [N+:1]([C:4]1[CH:5]=[C:6]2[C:10](=[CH:11][CH:12]=1)[N:9]([CH2:13][C:14]1[N:19]=[C:18]([C:20](O)=[O:21])[CH:17]=[CH:16][CH:15]=1)[CH:8]=[CH:7]2)([O-:3])=[O:2].S(Cl)(Cl)=O.O1CCCC1.[C:32]([NH2:36])([CH3:35])([CH3:34])[CH3:33]. Product: [C:32]([NH:36][C:20]([C:18]1[CH:17]=[CH:16][CH:15]=[C:14]([CH2:13][N:9]2[C:10]3[C:6](=[CH:5][C:4]([N+:1]([O-:3])=[O:2])=[CH:12][CH:11]=3)[CH:7]=[CH:8]2)[N:19]=1)=[O:21])([CH3:35])([CH3:34])[CH3:33]. The catalyst class is: 289.